Dataset: NCI-60 drug combinations with 297,098 pairs across 59 cell lines. Task: Regression. Given two drug SMILES strings and cell line genomic features, predict the synergy score measuring deviation from expected non-interaction effect. (1) Drug 2: CS(=O)(=O)OCCCCOS(=O)(=O)C. Drug 1: CC(CN1CC(=O)NC(=O)C1)N2CC(=O)NC(=O)C2. Synergy scores: CSS=51.9, Synergy_ZIP=-0.610, Synergy_Bliss=-0.930, Synergy_Loewe=3.01, Synergy_HSA=6.09. Cell line: ACHN. (2) Drug 1: C1CCC(C(C1)N)N.C(=O)(C(=O)[O-])[O-].[Pt+4]. Drug 2: CC(C)CN1C=NC2=C1C3=CC=CC=C3N=C2N. Cell line: 786-0. Synergy scores: CSS=30.8, Synergy_ZIP=-9.78, Synergy_Bliss=-2.32, Synergy_Loewe=-1.29, Synergy_HSA=-1.46. (3) Drug 1: CNC(=O)C1=CC=CC=C1SC2=CC3=C(C=C2)C(=NN3)C=CC4=CC=CC=N4. Drug 2: C1C(C(OC1N2C=C(C(=O)NC2=O)F)CO)O. Cell line: UO-31. Synergy scores: CSS=22.8, Synergy_ZIP=-3.15, Synergy_Bliss=-7.06, Synergy_Loewe=-20.8, Synergy_HSA=-7.04. (4) Cell line: EKVX. Drug 1: CNC(=O)C1=CC=CC=C1SC2=CC3=C(C=C2)C(=NN3)C=CC4=CC=CC=N4. Drug 2: CN(CCCl)CCCl.Cl. Synergy scores: CSS=3.84, Synergy_ZIP=-2.50, Synergy_Bliss=-3.16, Synergy_Loewe=-2.58, Synergy_HSA=-2.96.